Dataset: Full USPTO retrosynthesis dataset with 1.9M reactions from patents (1976-2016). Task: Predict the reactants needed to synthesize the given product. (1) Given the product [C:48]([N:38]1[CH2:39][CH2:40][CH:35]([CH:17]([C:14]2[CH:13]=[CH:12][C:11]([C:1]3[C:10]4[C:5](=[CH:6][CH:7]=[CH:8][CH:9]=4)[CH:4]=[CH:3][CH:2]=3)=[CH:16][CH:15]=2)[CH2:18][N:19]([C:28](=[O:34])[C:29]([O:31][CH2:32][CH3:33])=[O:30])[CH2:20][CH2:21][C:22]2[CH:23]=[CH:24][CH:25]=[CH:26][CH:27]=2)[CH2:36][CH2:37]1)(=[O:50])[CH3:49], predict the reactants needed to synthesize it. The reactants are: [C:1]1([C:11]2[CH:16]=[CH:15][C:14]([CH:17]([CH:35]3[CH2:40][CH2:39][NH:38][CH2:37][CH2:36]3)[CH2:18][N:19]([C:28](=[O:34])[C:29]([O:31][CH2:32][CH3:33])=[O:30])[CH2:20][CH2:21][C:22]3[CH:27]=[CH:26][CH:25]=[CH:24][CH:23]=3)=[CH:13][CH:12]=2)[C:10]2[C:5](=[CH:6][CH:7]=[CH:8][CH:9]=2)[CH:4]=[CH:3][CH:2]=1.C(N(CC)CC)C.[C:48](Cl)(=[O:50])[CH3:49]. (2) Given the product [CH3:1][N:2]([C:28]1[CH:29]=[CH:30][CH:31]=[CH:32][CH:33]=1)[CH2:3][CH2:4][C@H:5]1[NH:6][CH2:7][CH2:8][N:9]([C:11]([O:13][CH2:14][C:15]2[CH:16]=[CH:17][CH:18]=[CH:19][CH:20]=2)=[O:12])[CH2:10]1, predict the reactants needed to synthesize it. The reactants are: [CH3:1][N:2]([C:28]1[CH:33]=[CH:32][CH:31]=[CH:30][CH:29]=1)[CH2:3][CH2:4][C@@H:5]1[CH2:10][N:9]([C:11]([O:13][CH2:14][C:15]2[CH:20]=[CH:19][CH:18]=[CH:17][CH:16]=2)=[O:12])[CH2:8][CH2:7][N:6]1C(OC(C)(C)C)=O.C(OCC)(=O)C.Cl. (3) The reactants are: [CH:1]1([CH:7]=[C:8]([CH:11]([O:14][CH3:15])[O:12][CH3:13])[C:9]#[N:10])[CH2:6][CH2:5][CH2:4][CH2:3][CH2:2]1.[H][H]. Given the product [CH3:13][O:12][CH:11]([O:14][CH3:15])[CH:8]([C:9]#[N:10])[CH2:7][CH:1]1[CH2:6][CH2:5][CH2:4][CH2:3][CH2:2]1, predict the reactants needed to synthesize it. (4) Given the product [Br:15][C:16]1[CH:17]=[CH:18][C:19]([O:24][CH:2]([F:6])[F:7])=[C:20]([CH:23]=1)[C:21]#[N:22], predict the reactants needed to synthesize it. The reactants are: Cl[C:2]([F:7])([F:6])C([O-])=O.[Na+].C(=O)([O-])[O-].[Cs+].[Cs+].[Br:15][C:16]1[CH:17]=[CH:18][C:19]([OH:24])=[C:20]([CH:23]=1)[C:21]#[N:22]. (5) The reactants are: C([NH:5][C:6]1[C:10]([C:11]([O:13][CH2:14]C)=[O:12])=[C:9]([CH2:16][N:17]([CH3:19])[CH3:18])[N:8]([C:20]2[CH:25]=[CH:24][C:23]([N+:26]([O-:28])=[O:27])=[CH:22][CH:21]=2)[N:7]=1)(C)(C)C.FC(F)(F)C(O)=O.C(=O)([O-])[O-].[K+].[K+]. Given the product [NH2:5][C:6]1[C:10]([C:11]([O:13][CH3:14])=[O:12])=[C:9]([CH2:16][N:17]([CH3:18])[CH3:19])[N:8]([C:20]2[CH:21]=[CH:22][C:23]([N+:26]([O-:28])=[O:27])=[CH:24][CH:25]=2)[N:7]=1, predict the reactants needed to synthesize it. (6) Given the product [CH3:19][O:18][C:15]1[CH:14]=[CH:13][C:12]([C:7]2[C:6]([C:20]3[CH:21]=[CH:22][C:23]([O:26][CH3:27])=[CH:24][CH:25]=3)=[N:5][C:4]3[C:9](=[CH:10][CH:11]=[C:2](/[CH:30]=[CH:29]/[C:28]([O:32][CH3:33])=[O:31])[CH:3]=3)[N:8]=2)=[CH:17][CH:16]=1, predict the reactants needed to synthesize it. The reactants are: Br[C:2]1[CH:3]=[C:4]2[C:9](=[CH:10][CH:11]=1)[N:8]=[C:7]([C:12]1[CH:17]=[CH:16][C:15]([O:18][CH3:19])=[CH:14][CH:13]=1)[C:6]([C:20]1[CH:25]=[CH:24][C:23]([O:26][CH3:27])=[CH:22][CH:21]=1)=[N:5]2.[C:28]([O:32][CH3:33])(=[O:31])[CH:29]=[CH2:30].C1C=CC(P(C2C=CC=CC=2)C2C=CC=CC=2)=CC=1. (7) Given the product [C:32]([O:31][C:29](=[O:30])[CH2:28][CH2:27][S:26][C:21]1[N:22]([C:1]([O:3][C:4]([CH3:7])([CH3:6])[CH3:5])=[O:2])[C:23]2[C:19]([CH:20]=1)=[CH:18][C:17]([Cl:16])=[CH:25][CH:24]=2)([CH3:35])([CH3:34])[CH3:33], predict the reactants needed to synthesize it. The reactants are: [C:1](O[C:1]([O:3][C:4]([CH3:7])([CH3:6])[CH3:5])=[O:2])([O:3][C:4]([CH3:7])([CH3:6])[CH3:5])=[O:2].[Cl:16][C:17]1[CH:18]=[C:19]2[C:23](=[CH:24][CH:25]=1)[NH:22][C:21]([S:26][CH2:27][CH2:28][C:29]([O:31][C:32]([CH3:35])([CH3:34])[CH3:33])=[O:30])=[CH:20]2.